Dataset: Forward reaction prediction with 1.9M reactions from USPTO patents (1976-2016). Task: Predict the product of the given reaction. (1) The product is: [N+:18]([C:9]1[CH:8]=[C:7]([C:21]2[CH:26]=[CH:25][CH:24]=[CH:23][CH:22]=2)[C:6]([O:5][CH2:4][C:3]([OH:27])=[O:2])=[C:11]([C:12]2[CH:13]=[CH:14][CH:15]=[CH:16][CH:17]=2)[CH:10]=1)([O-:20])=[O:19]. Given the reactants C[O:2][C:3](=[O:27])[CH2:4][O:5][C:6]1[C:11]([C:12]2[CH:17]=[CH:16][CH:15]=[CH:14][CH:13]=2)=[CH:10][C:9]([N+:18]([O-:20])=[O:19])=[CH:8][C:7]=1[C:21]1[CH:26]=[CH:25][CH:24]=[CH:23][CH:22]=1.[K+].[Br-], predict the reaction product. (2) Given the reactants F[C:2]1C=CC(CC(O)=O)=CC=1.[NH2:12][C:13]1[C:14](=[O:35])[N:15]([CH2:32][CH2:33][CH3:34])[C:16](=[O:31])[N:17](CCC2C=CC([N+]([O-])=O)=CC=2)[C:18]=1[NH2:19], predict the reaction product. The product is: [CH2:32]([N:15]1[C:14](=[O:35])[C:13]2[NH:12][CH:2]=[N:19][C:18]=2[NH:17][C:16]1=[O:31])[CH2:33][CH3:34]. (3) Given the reactants [F:1][C:2]1[CH:11]=[C:10]([CH2:12][OH:13])[CH:9]=[CH:8][C:3]=1[C:4]([O:6][CH3:7])=[O:5], predict the reaction product. The product is: [F:1][C:2]1[CH:11]=[C:10]([CH:12]=[O:13])[CH:9]=[CH:8][C:3]=1[C:4]([O:6][CH3:7])=[O:5]. (4) Given the reactants [F-].C([N+](CCCC)(CCCC)CCCC)CCC.O1CCCC1.[CH3:24][O:25][C:26]1[CH:27]=[CH:28][C:29]2[N:30]([N:36]=[C:37]([C:51]3[CH:56]=[CH:55][CH:54]=[CH:53][CH:52]=3)[C:38]=2[CH2:39][C:40]2[CH:41]=[CH:42][C:43]([CH3:50])=[C:44]([CH:49]=2)[C:45]([O:47][CH3:48])=[O:46])[C:31]=1[Si](C)(C)C.[Cl-].[NH4+], predict the reaction product. The product is: [CH3:24][O:25][C:26]1[CH:27]=[CH:28][C:29]2[N:30]([N:36]=[C:37]([C:51]3[CH:56]=[CH:55][CH:54]=[CH:53][CH:52]=3)[C:38]=2[CH2:39][C:40]2[CH:41]=[CH:42][C:43]([CH3:50])=[C:44]([CH:49]=2)[C:45]([O:47][CH3:48])=[O:46])[CH:31]=1. (5) Given the reactants [N+:1]([C:4]1[CH:5]=[CH:6][CH:7]=[C:8]2[C:12]=1[C:11](=[O:13])[N:10]([CH2:14][CH2:15][C:16]1[CH:25]=[CH:24][C:23]3[C:18](=[CH:19][CH:20]=[CH:21][CH:22]=3)[N:17]=1)[CH2:9]2)([O-])=O, predict the reaction product. The product is: [NH2:1][C:4]1[CH:5]=[CH:6][CH:7]=[C:8]2[C:12]=1[C:11](=[O:13])[N:10]([CH2:14][CH2:15][C:16]1[CH:25]=[CH:24][C:23]3[C:18](=[CH:19][CH:20]=[CH:21][CH:22]=3)[N:17]=1)[CH2:9]2. (6) Given the reactants CS(O[CH2:6][CH2:7][CH2:8][C:9]1[CH:14]=[CH:13][C:12]([Br:15])=[C:11]([I:16])[CH:10]=1)(=O)=O.[C:17]([K])#[N:18].O, predict the reaction product. The product is: [Br:15][C:12]1[CH:13]=[CH:14][C:9]([CH2:8][CH2:7][CH2:6][C:17]#[N:18])=[CH:10][C:11]=1[I:16].